This data is from Full USPTO retrosynthesis dataset with 1.9M reactions from patents (1976-2016). The task is: Predict the reactants needed to synthesize the given product. The reactants are: [Cl:1][C:2]1[CH:3]=[C:4]([C:12]2[S:16][C:15]([N:17]3[CH:33]=[C:20]4[CH2:21][N:22]([CH2:25][CH2:26][CH2:27][C:28]([O:30]CC)=[O:29])[CH2:23][CH2:24][C:19]4=[N:18]3)=[N:14][N:13]=2)[CH:5]=[CH:6][C:7]=1[O:8][CH:9]([CH3:11])[CH3:10].O.[Li+].[OH-].CCOC(C)=O. Given the product [Cl:1][C:2]1[CH:3]=[C:4]([C:12]2[S:16][C:15]([N:17]3[CH:33]=[C:20]4[CH2:21][N:22]([CH2:25][CH2:26][CH2:27][C:28]([OH:30])=[O:29])[CH2:23][CH2:24][C:19]4=[N:18]3)=[N:14][N:13]=2)[CH:5]=[CH:6][C:7]=1[O:8][CH:9]([CH3:10])[CH3:11], predict the reactants needed to synthesize it.